The task is: Predict the reactants needed to synthesize the given product.. This data is from Full USPTO retrosynthesis dataset with 1.9M reactions from patents (1976-2016). (1) Given the product [CH3:3][C:4]1([CH3:18])[CH:9]([NH:2][CH3:1])[CH2:8][CH2:7][N:6]([C:11]([O:13][C:14]([CH3:17])([CH3:16])[CH3:15])=[O:12])[CH2:5]1, predict the reactants needed to synthesize it. The reactants are: [CH3:1][NH2:2].[CH3:3][C:4]1([CH3:18])[C:9](=O)[CH2:8][CH2:7][N:6]([C:11]([O:13][C:14]([CH3:17])([CH3:16])[CH3:15])=[O:12])[CH2:5]1.C(O)(=O)C.C(O[BH-](OC(=O)C)OC(=O)C)(=O)C.[Na+]. (2) Given the product [Br-:10].[C:18]([CH2:17][O:16][C:15]1[CH:21]=[CH:22][C:12]([CH2:11][N:3]2[C:2]([Cl:1])=[C:6]([Cl:7])[N+:5]([CH2:37][CH2:38][C:28]3[CH:27]=[CH:26][C:35]4[C:30](=[CH:31][CH:32]=[CH:33][CH:34]=4)[CH:29]=3)=[CH:4]2)=[CH:13][CH:14]=1)([OH:20])=[O:19], predict the reactants needed to synthesize it. The reactants are: [Cl:1][C:2]1[N:3]=[CH:4][NH:5][C:6]=1[Cl:7].[OH-].[K+].[Br:10][CH2:11][C:12]1[CH:22]=[CH:21][C:15]([O:16][CH2:17][C:18]([OH:20])=[O:19])=[CH:14][CH:13]=1.BrCC[C:26]1[C:35]2[C:30](=[CH:31][CH:32]=[CH:33][CH:34]=2)[CH:29]=[CH:28][CH:27]=1.Br.[C:37](#N)[CH3:38]. (3) Given the product [CH:1]1([N:4]2[C:9](=[O:10])[C:8]3=[C:7]([NH:6][C:30]4[CH:35]=[CH:34][C:33]([I:36])=[CH:32][C:31]=4[F:37])[N:14]([CH3:15])[C:13](=[O:16])[C:12]([CH3:17])=[C:11]3[N:18]([C:19]3[CH:24]=[CH:23][CH:22]=[C:21]([N:25]4[CH2:26][CH:27]([OH:29])[CH2:28]4)[CH:20]=3)[C:5]2=[O:38])[CH2:2][CH2:3]1, predict the reactants needed to synthesize it. The reactants are: [CH:1]1([N:4]2[C:9](=[O:10])[C:8]3[C:11]([NH:18][C:19]4[CH:24]=[CH:23][CH:22]=[C:21]([N:25]5[CH2:28][CH:27]([OH:29])[CH2:26]5)[CH:20]=4)=[C:12]([CH3:17])[C:13](=[O:16])[N:14]([CH3:15])[C:7]=3[N:6]([C:30]3[CH:35]=[CH:34][C:33]([I:36])=[CH:32][C:31]=3[F:37])[C:5]2=[O:38])[CH2:3][CH2:2]1.C[O-].[Na+]. (4) Given the product [NH:64]1[C:78]([C:77]2[CH:76]=[C:10]3[C:15](=[CH:14][CH:13]=2)[NH:7][N:8]=[C:9]3[C:40]2[CH:41]=[C:42]([C:43]([NH:61][C@@H:54]([C:55]3[CH:60]=[CH:59][CH:58]=[CH:57][CH:56]=3)[CH3:53])=[O:45])[CH:47]=[CH:48][CH:49]=2)=[N:79][CH:80]=[N:81]1, predict the reactants needed to synthesize it. The reactants are: O1CCCCC1[N:7]1[C:15]2[C:10](=CC(C3N=CN(C(C4C=CC=CC=4)(C4C=CC=CC=4)C4C=CC=CC=4)N=3)=[CH:13][CH:14]=2)[C:9]([C:40]2[CH:41]=[C:42]([CH:47]=[CH:48][CH:49]=2)[C:43]([O:45]C)=O)=[N:8]1.O.[OH-].[Li+].[CH3:53][C@@H:54]([NH2:61])[C:55]1[CH:60]=[CH:59][CH:58]=[CH:57][CH:56]=1.O.O[N:64]1C2C=CC=CC=2N=N1.Cl.CN(C)[CH2:76][CH2:77][CH2:78][N:79]=[C:80]=[N:81]CC. (5) Given the product [F:36][C:33]1[CH:34]=[N:35][C:28]2[N:27]([C:37]3[CH:38]=[C:39]([C:43]4[CH:48]=[CH:47][C:46]([OH:49])=[CH:45][C:44]=4[CH2:50][N:54]4[CH2:59][CH2:58][S:57][CH2:56][CH2:55]4)[CH:40]=[CH:41][CH:42]=3)[C:26](=[O:52])[N:25]([C@H:22]3[CH2:23][CH2:24][C@@H:19]([NH:7][CH2:8][C:9]4[N:10]=[C:11]5[CH:16]=[CH:15][C:14]([F:17])=[CH:13][N:12]5[CH:18]=4)[CH2:20][CH2:21]3)[C:30](=[O:31])[C:29]=2[CH:32]=1, predict the reactants needed to synthesize it. The reactants are: C(OC(=O)[N:7]([C@H:19]1[CH2:24][CH2:23][C@@H:22]([N:25]2[C:30](=[O:31])[C:29]3[CH:32]=[C:33]([F:36])[CH:34]=[N:35][C:28]=3[N:27]([C:37]3[CH:38]=[C:39]([C:43]4[CH:48]=[CH:47][C:46]([OH:49])=[CH:45][C:44]=4[CH:50]=O)[CH:40]=[CH:41][CH:42]=3)[C:26]2=[O:52])[CH2:21][CH2:20]1)[CH2:8][C:9]1[N:10]=[C:11]2[CH:16]=[CH:15][C:14]([F:17])=[CH:13][N:12]2[CH:18]=1)(C)(C)C.[NH:54]1[CH2:59][CH2:58][S:57][CH2:56][CH2:55]1.C(O[BH-](OC(=O)C)OC(=O)C)(=O)C.[Na+].FC(F)(F)C(O)=O. (6) Given the product [CH3:12][C:8]1[NH:9][C:10](=[O:11])[C:5]([C:3]2[N:29]=[C:28]([CH2:27][S:24]([C:19]3[CH:20]=[CH:21][CH:22]=[CH:23][N:18]=3)(=[O:26])=[O:25])[S:30][CH:2]=2)=[CH:6][C:7]=1[C:13]([O:15][CH2:16][CH3:17])=[O:14], predict the reactants needed to synthesize it. The reactants are: Br[CH2:2][C:3]([C:5]1[C:10](=[O:11])[NH:9][C:8]([CH3:12])=[C:7]([C:13]([O:15][CH2:16][CH3:17])=[O:14])[CH:6]=1)=O.[N:18]1[CH:23]=[CH:22][CH:21]=[CH:20][C:19]=1[S:24]([CH2:27][C:28](=[S:30])[NH2:29])(=[O:26])=[O:25]. (7) Given the product [S:11]1[C:7]2[CH2:6][CH2:5][O:4][CH:3]([CH2:2][N:12]3[CH2:16][CH2:15][CH2:14][CH2:13]3)[C:8]=2[CH:9]=[CH:10]1, predict the reactants needed to synthesize it. The reactants are: Cl[CH2:2][CH:3]1[C:8]2[CH:9]=[CH:10][S:11][C:7]=2[CH2:6][CH2:5][O:4]1.[NH:12]1[CH2:16][CH2:15][CH2:14][CH2:13]1.[Na+].[I-].Cl.